The task is: Predict the reactants needed to synthesize the given product.. This data is from Full USPTO retrosynthesis dataset with 1.9M reactions from patents (1976-2016). (1) Given the product [ClH:1].[ClH:1].[OH:15][C:16]1[CH:21]=[CH:20][C:19]([NH:22][C:23]([N:25]2[CH2:30][CH2:29][NH:28][CH2:27][CH:26]2[CH2:38][O:39][C:40]2[CH:41]=[N:42][CH:43]=[CH:44][CH:45]=2)=[O:24])=[CH:18][CH:17]=1, predict the reactants needed to synthesize it. The reactants are: [ClH:1].O1CCOCC1.OC(C(F)(F)F)=O.[OH:15][C:16]1[CH:21]=[CH:20][C:19]([NH:22][C:23]([N:25]2[CH2:30][CH2:29][N:28](C(OC(C)(C)C)=O)[CH2:27][C@@H:26]2[CH2:38][O:39][C:40]2[CH:41]=[N:42][CH:43]=[CH:44][CH:45]=2)=[O:24])=[CH:18][CH:17]=1. (2) Given the product [CH2:22]([N:29]([C:2]1[CH:10]=[CH:9][CH:8]=[CH:7][C:3]=1[C:4]([OH:6])=[O:5])[CH3:30])[C:23]1[CH:28]=[CH:27][CH:26]=[CH:25][CH:24]=1, predict the reactants needed to synthesize it. The reactants are: F[C:2]1[CH:10]=[CH:9][CH:8]=[CH:7][C:3]=1[C:4]([OH:6])=[O:5].COC1C=CC=CC=1C(O)=O.[CH2:22]([N-:29][CH3:30])[C:23]1[CH:28]=[CH:27][CH:26]=[CH:25][CH:24]=1.[Li+].Cl. (3) Given the product [CH3:63][O:64][C:65](=[O:87])[C@@H:66]([NH:86][C:17](=[O:19])[C:16]1[CH:20]=[CH:21][C:13]([C:12](=[O:23])[NH:11][CH2:10][C:9]2[CH:24]=[CH:25][CH:26]=[C:7]([O:6][Si:5]([C:1]([CH3:4])([CH3:3])[CH3:2])([CH3:27])[CH3:28])[CH:8]=2)=[CH:14][C:15]=1[Cl:22])[CH2:67][C:68]1[CH:69]=[CH:70][C:71]([NH:74][C:75](=[O:85])[C:76]2[C:77]([Cl:84])=[CH:78][C:79]([OH:83])=[CH:80][C:81]=2[Cl:82])=[CH:72][CH:73]=1, predict the reactants needed to synthesize it. The reactants are: [C:1]([Si:5]([CH3:28])([CH3:27])[O:6][C:7]1[CH:8]=[C:9]([CH:24]=[CH:25][CH:26]=1)[CH2:10][NH:11][C:12](=[O:23])[C:13]1[CH:21]=[CH:20][C:16]([C:17]([OH:19])=O)=[C:15]([Cl:22])[CH:14]=1)([CH3:4])([CH3:3])[CH3:2].CN(C(ON1N=NC2C=CC=CC1=2)=[N+](C)C)C.F[P-](F)(F)(F)(F)F.CCN(C(C)C)C(C)C.Cl.[CH3:63][O:64][C:65](=[O:87])[C@@H:66]([NH2:86])[CH2:67][C:68]1[CH:73]=[CH:72][C:71]([NH:74][C:75](=[O:85])[C:76]2[C:81]([Cl:82])=[CH:80][C:79]([OH:83])=[CH:78][C:77]=2[Cl:84])=[CH:70][CH:69]=1. (4) Given the product [CH3:39][S:40]([OH:43])(=[O:42])=[O:41].[CH3:1][N:2]1[CH2:8][CH2:7][CH2:6][N:5]([CH2:9][C:10]2[CH:11]=[CH:12][C:13]([C:14]([NH:16][C:17]3[CH:22]=[CH:21][C:20]([CH3:23])=[C:19]([NH:24][C:25]4[N:30]=[C:29]([C:31]5[CH:32]=[N:33][CH:34]=[CH:35][CH:36]=5)[CH:28]=[CH:27][N:26]=4)[CH:18]=3)=[O:15])=[CH:37][CH:38]=2)[CH2:4][CH2:3]1, predict the reactants needed to synthesize it. The reactants are: [CH3:1][N:2]1[CH2:8][CH2:7][CH2:6][N:5]([CH2:9][C:10]2[CH:38]=[CH:37][C:13]([C:14]([NH:16][C:17]3[CH:22]=[CH:21][C:20]([CH3:23])=[C:19]([NH:24][C:25]4[N:30]=[C:29]([C:31]5[CH:32]=[N:33][CH:34]=[CH:35][CH:36]=5)[CH:28]=[CH:27][N:26]=4)[CH:18]=3)=[O:15])=[CH:12][CH:11]=2)[CH2:4][CH2:3]1.[CH3:39][S:40]([OH:43])(=[O:42])=[O:41]. (5) Given the product [N:32]1[C:31]2[CH:30]=[CH:29][N:28]=[CH:27][C:26]=2[NH:25][C:17]=1[C:16]1[C:10]2[C:11](=[N:12][CH:13]=[C:8]([C:3]3[CH:4]=[N:5][CH:6]=[CH:7][C:2]=3[CH3:1])[CH:9]=2)[N:14]([CH:19]2[CH2:24][CH2:23][CH2:22][CH2:21][O:20]2)[N:15]=1, predict the reactants needed to synthesize it. The reactants are: [CH3:1][C:2]1[CH:7]=[CH:6][N:5]=[CH:4][C:3]=1[C:8]1[CH:9]=[C:10]2[C:16]([CH:17]=O)=[N:15][N:14]([CH:19]3[CH2:24][CH2:23][CH2:22][CH2:21][O:20]3)[C:11]2=[N:12][CH:13]=1.[NH2:25][C:26]1[CH:27]=[N:28][CH:29]=[CH:30][C:31]=1[NH2:32].[S].